From a dataset of Retrosynthesis with 50K atom-mapped reactions and 10 reaction types from USPTO. Predict the reactants needed to synthesize the given product. (1) Given the product c1ccc2nc(N3CCNCC3)ccc2c1, predict the reactants needed to synthesize it. The reactants are: C1CNCCN1.Clc1ccc2ccccc2n1. (2) Given the product COC(=O)c1sc(-n2cnc3cnccc32)cc1OCc1ccccc1F, predict the reactants needed to synthesize it. The reactants are: COC(=O)c1sc(-n2cnc3cnccc32)cc1O.Fc1ccccc1CBr. (3) Given the product CC(C)COc1nc(N)nc(N)c1N, predict the reactants needed to synthesize it. The reactants are: CC(C)COc1nc(N)nc(N)c1N=O. (4) Given the product CCOc1ncnc2[nH]cc(Cc3ccc(Nc4cccnc4)nc3F)c12, predict the reactants needed to synthesize it. The reactants are: CCOc1ncnc2[nH]cc(Cc3ccc(Nc4ccc(Br)nc4)nc3F)c12. (5) The reactants are: COC(=O)c1c(O)c2cc(Cl)cn2n(Cc2cccnc2)c1=O.C[C@H](N)C(=O)O. Given the product C[C@H](NC(=O)c1c(O)c2cc(Cl)cn2n(Cc2cccnc2)c1=O)C(=O)O, predict the reactants needed to synthesize it. (6) Given the product C(#CC1CC1)C1=CCNCC1, predict the reactants needed to synthesize it. The reactants are: CC(C)(C)OC(=O)N1CC=C(C#CC2CC2)CC1.